From a dataset of Reaction yield outcomes from USPTO patents with 853,638 reactions. Predict the reaction yield, written as a fraction of the theoretical maximum amount of product (1.0 means a 100% yield; for example, 0.34 means a 34% yield). (1) The reactants are [NH:1]1[C:9]2[C:4](=[CH:5][CH:6]=[CH:7][CH:8]=2)[C:3]([CH2:10][CH2:11][NH:12][C:13](=[O:19])[O:14][C:15]([CH3:18])([CH3:17])[CH3:16])=[CH:2]1.[H-].[Na+].I[CH3:23]. The catalyst is C1COCC1. The product is [CH3:23][N:1]1[C:9]2[C:4](=[CH:5][CH:6]=[CH:7][CH:8]=2)[C:3]([CH2:10][CH2:11][NH:12][C:13](=[O:19])[O:14][C:15]([CH3:16])([CH3:18])[CH3:17])=[CH:2]1. The yield is 0.800. (2) The reactants are [CH3:1][O:2][C:3]1[N:8]=[CH:7][C:6]([CH2:9][C:10]2[C:11](=[O:20])[N:12]=[C:13]([NH:16][N+:17]([O-:19])=[O:18])[NH:14][CH:15]=2)=[CH:5][N:4]=1.[CH3:21]I. The catalyst is C(Cl)(Cl)Cl. The product is [CH3:21][N:14]1[CH:15]=[C:10]([CH2:9][C:6]2[CH:7]=[N:8][C:3]([O:2][CH3:1])=[N:4][CH:5]=2)[C:11](=[O:20])[N:12]=[C:13]1[NH:16][N+:17]([O-:19])=[O:18]. The yield is 0.167. (3) The reactants are [C:1]([O:5][C:6]([N:8]1[CH2:13][CH2:12][CH:11]([C:14]([NH:16][C:17]2[CH:22]=[CH:21][C:20]([Cl:23])=[CH:19][C:18]=2I)=[O:15])[CH2:10][CH2:9]1)=[O:7])([CH3:4])([CH3:3])[CH3:2].[C:25](=O)([O-:27])[O-:26].[K+].[K+].[OH-].[Na+]. The catalyst is C(#N)C.C1C=CC([P]([Pd]([P](C2C=CC=CC=2)(C2C=CC=CC=2)C2C=CC=CC=2)([P](C2C=CC=CC=2)(C2C=CC=CC=2)C2C=CC=CC=2)[P](C2C=CC=CC=2)(C2C=CC=CC=2)C2C=CC=CC=2)(C2C=CC=CC=2)C2C=CC=CC=2)=CC=1.[Cu](I)I. The product is [C:1]([O:5][C:6]([N:8]1[CH2:13][CH2:12][CH:11]([C:14]([NH:16][C:17]2[CH:22]=[CH:21][C:20]([Cl:23])=[CH:19][C:18]=2[C:25]([OH:27])=[O:26])=[O:15])[CH2:10][CH2:9]1)=[O:7])([CH3:4])([CH3:3])[CH3:2]. The yield is 0.480. (4) The reactants are [O:1]=[C:2]([C:16]1[N:20]([CH3:21])[N:19]=[C:18]([CH3:22])[C:17]=1[CH3:23])[CH:3]([C:6]1[CH:11]=[CH:10][C:9]([C:12]([CH3:15])([CH3:14])[CH3:13])=[CH:8][CH:7]=1)[C:4]#[N:5].C(N(CC)CC)C.[C:31](Cl)(=[O:36])[C:32]([CH3:35])([CH3:34])[CH3:33]. The catalyst is O1CCCC1. The product is [CH3:33][C:32]([CH3:35])([CH3:34])[C:31]([O:1]/[C:2](/[C:16]1[N:20]([CH3:21])[N:19]=[C:18]([CH3:22])[C:17]=1[CH3:23])=[C:3](\[C:6]1[CH:7]=[CH:8][C:9]([C:12]([CH3:15])([CH3:14])[CH3:13])=[CH:10][CH:11]=1)/[C:4]#[N:5])=[O:36]. The yield is 0.734. (5) The reactants are [H-].[Na+].O.[F:4][C:5]1[CH:6]=[C:7]([CH2:11][OH:12])[CH:8]=[CH:9][CH:10]=1.[Cl:13][C:14]1[CH:19]=[C:18]([N+:20]([O-:22])=[O:21])[CH:17]=[CH:16][C:15]=1F. The catalyst is CN(C=O)C. The product is [Cl:13][C:14]1[CH:19]=[C:18]([N+:20]([O-:22])=[O:21])[CH:17]=[CH:16][C:15]=1[O:12][CH2:11][C:7]1[CH:8]=[CH:9][CH:10]=[C:5]([F:4])[CH:6]=1. The yield is 0.830.